Dataset: Full USPTO retrosynthesis dataset with 1.9M reactions from patents (1976-2016). Task: Predict the reactants needed to synthesize the given product. Given the product [CH:16]1([C:8]2([C:11]([O:13][CH2:14][CH3:15])=[O:12])[CH2:9][CH2:10][N:5]([C:3](=[O:4])[C@H:2]([NH:1][C:32]([NH:46][CH2:47][CH2:48][C:49]3[N:53]=[CH:52][NH:51][CH:50]=3)=[O:33])[CH2:22][C:23]3[CH:28]=[CH:27][C:26]([O:29][CH3:30])=[CH:25][CH:24]=3)[CH2:6][CH2:7]2)[CH2:21][CH2:20][CH2:19][CH2:18][CH2:17]1, predict the reactants needed to synthesize it. The reactants are: [NH2:1][C@H:2]([CH2:22][C:23]1[CH:28]=[CH:27][C:26]([O:29][CH3:30])=[CH:25][CH:24]=1)[C:3]([N:5]1[CH2:10][CH2:9][C:8]([CH:16]2[CH2:21][CH2:20][CH2:19][CH2:18][CH2:17]2)([C:11]([O:13][CH2:14][CH3:15])=[O:12])[CH2:7][CH2:6]1)=[O:4].Cl[C:32](OC1C=CC([N+]([O-])=O)=CC=1)=[O:33].[NH4+].[OH-].[NH2:46][CH2:47][CH2:48][C:49]1[N:53]=[CH:52][NH:51][CH:50]=1.[OH-].[Na+].